From a dataset of Reaction yield outcomes from USPTO patents with 853,638 reactions. Predict the reaction yield, written as a fraction of the theoretical maximum amount of product (1.0 means a 100% yield; for example, 0.34 means a 34% yield). The reactants are CO[C:3](=[O:22])[CH2:4][CH:5]([C:13]1[CH:21]=[C:20]2[C:16]([CH:17]=[CH:18][NH:19]2)=[CH:15][CH:14]=1)[C:6]1[CH:11]=[CH:10][CH:9]=[C:8]([Cl:12])[CH:7]=1.[NH:23]1C2C(=CC=C(C(C3C=CC=CC=3OC)CC(NC)=O)C=2)C=[CH:24]1. No catalyst specified. The product is [NH:19]1[C:20]2[C:16](=[CH:15][CH:14]=[C:13]([CH:5]([C:6]3[CH:11]=[CH:10][CH:9]=[C:8]([Cl:12])[CH:7]=3)[CH2:4][C:3]([NH:23][CH3:24])=[O:22])[CH:21]=2)[CH:17]=[CH:18]1. The yield is 0.890.